From a dataset of Forward reaction prediction with 1.9M reactions from USPTO patents (1976-2016). Predict the product of the given reaction. (1) Given the reactants [O:1]=[C:2]([C@H:32]([CH3:48])[C@@H:33]([O:39][C:40]([O:42][CH2:43][C:44]([Cl:47])([Cl:46])[Cl:45])=[O:41])[C@@H:34]([CH3:38])[CH2:35][CH:36]=[CH2:37])[C:3]([CH3:31])([CH3:30])[C@@H:4]([O:22][Si:23]([CH2:28][CH3:29])([CH2:26][CH3:27])[CH2:24][CH3:25])[C@H:5]([CH3:21])[C:6](N1[C@@H](CC2C=CC=CC=2)COC1=O)=[O:7].OO.[OH-].[Li+].S([O-])([O-])=[O:54].[Na+].[Na+], predict the reaction product. The product is: [O:1]=[C:2]([C@H:32]([CH3:48])[C@@H:33]([O:39][C:40]([O:42][CH2:43][C:44]([Cl:47])([Cl:46])[Cl:45])=[O:41])[C@@H:34]([CH3:38])[CH2:35][CH:36]=[CH2:37])[C:3]([CH3:30])([CH3:31])[C@@H:4]([O:22][Si:23]([CH2:28][CH3:29])([CH2:24][CH3:25])[CH2:26][CH3:27])[C@H:5]([CH3:21])[C:6]([OH:7])=[O:54]. (2) Given the reactants C(P1(=O)OP(CCC)(=O)OP(CCC)(=O)O1)CC.[C:19]([O:23][C:24]([N:26]1[CH2:44][CH2:43][C:29]2([O:34][CH:33]([C:35](O)=[O:36])[CH2:32][N:31]([CH2:38][C:39]([F:42])([F:41])[F:40])[CH2:30]2)[CH2:28][CH2:27]1)=[O:25])([CH3:22])([CH3:21])[CH3:20].Cl.[NH2:46][CH2:47][C:48](=[O:50])[CH3:49].CCN(CC)CC, predict the reaction product. The product is: [CH2:47]([NH:46][C:35]([CH:33]1[O:34][C:29]2([CH2:43][CH2:44][N:26]([C:24]([O:23][C:19]([CH3:22])([CH3:21])[CH3:20])=[O:25])[CH2:27][CH2:28]2)[CH2:30][N:31]([CH2:38][C:39]([F:41])([F:40])[F:42])[CH2:32]1)=[O:36])[C:48]([CH3:49])=[O:50].